The task is: Predict the reactants needed to synthesize the given product.. This data is from Full USPTO retrosynthesis dataset with 1.9M reactions from patents (1976-2016). (1) Given the product [C:1]([O:5][C:6]([N:8]1[CH2:12][CH2:11][CH2:10][CH:9]1[C:14]1[NH:15][C:16]([C:19]2[CH:24]=[CH:23][C:22]([C:25]3[CH:34]=[CH:33][C:32]4[C:27](=[CH:28][CH:29]=[C:30]([C:35]5[NH:36][C:37]([CH:40]6[CH2:44][CH2:43][CH2:42][N:41]6[C:45](=[O:55])[CH:46]([NH:50][C:51]([O:53][CH3:54])=[O:52])[CH:47]([CH3:48])[CH3:49])=[N:38][CH:39]=5)[CH:31]=4)[CH:26]=3)=[CH:21][CH:20]=2)=[CH:17][N:18]=1)=[O:7])([CH3:2])([CH3:3])[CH3:4], predict the reactants needed to synthesize it. The reactants are: [C:1]([O:5][C:6]([N:8]1[CH2:12][C:11](=C)[CH2:10][CH:9]1[C:14]1[NH:15][C:16]([C:19]2[CH:24]=[CH:23][C:22]([C:25]3[CH:34]=[CH:33][C:32]4[C:27](=[CH:28][CH:29]=[C:30]([C:35]5[NH:36][C:37]([CH:40]6[CH2:44][CH2:43][CH2:42][N:41]6[C:45](=[O:55])[CH:46]([NH:50][C:51]([O:53][CH3:54])=[O:52])[CH:47]([CH3:49])[CH3:48])=[N:38][CH:39]=5)[CH:31]=4)[CH:26]=3)=[CH:21][CH:20]=2)=[CH:17][N:18]=1)=[O:7])([CH3:4])([CH3:3])[CH3:2].C(OC(N1CCCC1C1NC(C2C=CC(B3OC(C)(C)C(C)(C)O3)=CC=2)=CN=1)=O)(C)(C)C. (2) The reactants are: [OH:1][C@@H:2]([C:4]1[N:15]([CH:16]2[CH2:21][CH2:20][N:19](C(OC(C)(C)C)=O)[CH2:18][CH2:17]2)[C:7]2=[C:8]3[S:14][CH:13]=[CH:12][C:9]3=[N:10][CH:11]=[C:6]2[N:5]=1)[CH3:3].[ClH:29].O1CCOCC1. Given the product [ClH:29].[NH:19]1[CH2:20][CH2:21][CH:16]([N:15]2[C:7]3=[C:8]4[S:14][CH:13]=[CH:12][C:9]4=[N:10][CH:11]=[C:6]3[N:5]=[C:4]2[C@H:2]([OH:1])[CH3:3])[CH2:17][CH2:18]1, predict the reactants needed to synthesize it. (3) Given the product [C:24]([NH:23][S:22]([C:19]1[S:18][C:17]([C:9]2[N:10]=[C:11]([CH:14]3[CH2:16][CH2:15]3)[C:12]([Cl:13])=[C:7]([NH:32][C:33]3[NH:37][N:36]=[C:35]([CH:45]4[CH2:47][CH2:46]4)[CH:34]=3)[N:8]=2)=[CH:21][CH:20]=1)(=[O:28])=[O:29])([CH3:26])([CH3:25])[CH3:27], predict the reactants needed to synthesize it. The reactants are: FC(F)(F)S(O[C:7]1[C:12]([Cl:13])=[C:11]([CH:14]2[CH2:16][CH2:15]2)[N:10]=[C:9]([C:17]2[S:18][C:19]([S:22](=[O:29])(=[O:28])[NH:23][C:24]([CH3:27])([CH3:26])[CH3:25])=[CH:20][CH:21]=2)[N:8]=1)(=O)=O.[NH2:32][C:33]1[N:37](C(OC(C)(C)C)=O)[N:36]=[C:35]([CH:45]2[CH2:47][CH2:46]2)[CH:34]=1.C1C=CC(P(C2C=CC=CC=2)C2C=CC=CC=2)=CC=1.C([O-])([O-])=O.[K+].[K+]. (4) Given the product [NH2:11][C:10]1[N:20]([C:15]2[CH:16]=[CH:17][CH:18]=[CH:19][C:14]=2[O:13][CH3:12])[N:21]=[C:4]([CH2:5][CH3:6])[C:7]=1[C:8]#[N:9], predict the reactants needed to synthesize it. The reactants are: C(O[C:4](=[C:7]([C:10]#[N:11])[C:8]#[N:9])[CH2:5][CH3:6])C.[CH3:12][O:13][C:14]1[CH:19]=[CH:18][CH:17]=[CH:16][C:15]=1[NH:20][NH2:21].C(N(CC)CC)C. (5) Given the product [O:22]1[C:26]2[CH:27]=[CH:28][CH:29]=[CH:30][C:25]=2[CH:24]=[C:23]1[C:2]1[C:10]2[C:5](=[CH:6][CH:7]=[C:8]([C:11]([NH:4][CH:5]([CH3:10])[CH3:6])=[O:13])[CH:9]=2)[NH:4][N:3]=1, predict the reactants needed to synthesize it. The reactants are: Br[C:2]1[C:10]2[C:5](=[CH:6][CH:7]=[C:8]([C:11]([O:13]CC)=O)[CH:9]=2)[N:4](C2CCCCO2)[N:3]=1.[O:22]1[C:26]2[CH:27]=[CH:28][CH:29]=[CH:30][C:25]=2[CH:24]=[C:23]1B(O)O.ClCCl.P([O-])([O-])([O-])=O.[K+].[K+].[K+].